From a dataset of Forward reaction prediction with 1.9M reactions from USPTO patents (1976-2016). Predict the product of the given reaction. (1) Given the reactants [CH2:1]([CH:8]1[CH2:13][CH2:12][N:11]([CH2:14][CH2:15][NH:16][C:17]([C:19]2[C:24]([NH2:25])=[N:23][C:22]([NH2:26])=[C:21]([Cl:27])[N:20]=2)=[O:18])[CH2:10][CH2:9]1)[C:2]1[CH:7]=[CH:6][CH:5]=[CH:4][CH:3]=1.[CH3:28][I:29], predict the reaction product. The product is: [I-:29].[CH2:1]([CH:8]1[CH2:9][CH2:10][N+:11]([CH2:14][CH2:15][NH:16][C:17]([C:19]2[C:24]([NH2:25])=[N:23][C:22]([NH2:26])=[C:21]([Cl:27])[N:20]=2)=[O:18])([CH3:28])[CH2:12][CH2:13]1)[C:2]1[CH:3]=[CH:4][CH:5]=[CH:6][CH:7]=1. (2) Given the reactants C([C:3]1[N:8]=[C:7]2[C:9]([C:19](=[O:28])[NH:20][C@H:21]3[CH2:26][CH2:25][CH2:24][CH2:23][C@@H:22]3[OH:27])=[CH:10][N:11]([C:12](OC(C)(C)C)=O)[C:6]2=[CH:5][CH:4]=1)#N.C(=O)([O-])[O-].[Cs+].[Cs+].[Br:35][C:36]1[CH:41]=[CH:40][C:39](CBr)=[CH:38][CH:37]=1, predict the reaction product. The product is: [Br:35][C:36]1[CH:41]=[CH:40][C:39]([CH2:12][N:11]2[C:6]3[C:7](=[N:8][CH:3]=[CH:4][CH:5]=3)[C:9]([C:19]([NH:20][C@H:21]3[CH2:26][CH2:25][CH2:24][CH2:23][C@@H:22]3[OH:27])=[O:28])=[CH:10]2)=[CH:38][CH:37]=1. (3) Given the reactants C(Cl)CCl.[Cl:5][C:6]1[CH:11]=[CH:10][C:9]([CH:12]2[CH2:17][CH2:16][CH:15]([C:18]([OH:20])=O)[CH2:14][CH2:13]2)=[CH:8][CH:7]=1.C1C=CC2N(O)N=NC=2C=1.Cl.[CH3:32][NH:33][O:34][CH3:35].C(N(CC)CC)C, predict the reaction product. The product is: [CH3:35][O:34][N:33]([CH3:32])[C:18]([CH:15]1[CH2:16][CH2:17][CH:12]([C:9]2[CH:10]=[CH:11][C:6]([Cl:5])=[CH:7][CH:8]=2)[CH2:13][CH2:14]1)=[O:20]. (4) Given the reactants [C:1]([NH2:5])([CH3:4])([CH3:3])[CH3:2].[Cl:6][C:7]1[C:12]([CH2:13][CH:14]=O)=[C:11](Cl)[N:10]=[CH:9][N:8]=1, predict the reaction product. The product is: [C:1]([N:5]1[C:11]2[N:10]=[CH:9][N:8]=[C:7]([Cl:6])[C:12]=2[CH:13]=[CH:14]1)([CH3:4])([CH3:3])[CH3:2]. (5) Given the reactants [C:1]([C:9]1[CH:37]=[CH:36][C:12]2[N:13]([CH2:17][CH2:18][O:19][C:20]3[CH:35]=[CH:34][C:23]([CH2:24][CH:25]([C:30]([O:32][CH3:33])=[O:31])[C:26]([O:28][CH3:29])=[O:27])=[CH:22][CH:21]=3)[C:14](=[O:16])[S:15][C:11]=2[CH:10]=1)(=O)[C:2]1[CH:7]=[CH:6][CH:5]=[CH:4][CH:3]=1.[CH3:38][O:39][NH2:40].N1C=CC=CC=1, predict the reaction product. The product is: [CH3:38][O:39][N:40]=[C:1]([C:2]1[CH:3]=[CH:4][CH:5]=[CH:6][CH:7]=1)[C:9]1[CH:37]=[CH:36][C:12]2[N:13]([CH2:17][CH2:18][O:19][C:20]3[CH:21]=[CH:22][C:23]([CH2:24][CH:25]([C:30]([O:32][CH3:33])=[O:31])[C:26]([O:28][CH3:29])=[O:27])=[CH:34][CH:35]=3)[C:14](=[O:16])[S:15][C:11]=2[CH:10]=1. (6) Given the reactants [Br:1][C:2]1[CH:7]=[CH:6][C:5]([OH:8])=[CH:4][CH:3]=1.Br[CH2:10][CH:11]1[CH2:14][CH2:13][CH2:12]1.[OH-].[Na+], predict the reaction product. The product is: [Br:1][C:2]1[CH:7]=[CH:6][C:5]([O:8][CH2:10][CH:11]2[CH2:14][CH2:13][CH2:12]2)=[CH:4][CH:3]=1. (7) Given the reactants [Cl:1][C:2]1[CH:3]=[CH:4][C:5]([CH2:9][OH:10])=[C:6]([OH:8])[CH:7]=1.Br[CH2:12][CH:13]([CH3:15])[CH3:14], predict the reaction product. The product is: [Cl:1][C:2]1[CH:3]=[CH:4][C:5]([CH2:9][OH:10])=[C:6]([O:8][CH2:12][CH:13]([CH3:15])[CH3:14])[CH:7]=1. (8) Given the reactants [Cl:1][C:2]1[N:7]=[CH:6][C:5]([C@@H:8]([OH:31])[CH2:9][NH:10][CH2:11][CH2:12][CH2:13][C:14]2[CH:19]=[CH:18][C:17]([C:20]3[CH:25]=[CH:24][C:23]([C:26]([O:28]CC)=[O:27])=[CH:22][CH:21]=3)=[CH:16][CH:15]=2)=[CH:4][CH:3]=1.[C:32](O[C:32]([O:34][C:35]([CH3:38])([CH3:37])[CH3:36])=[O:33])([O:34][C:35]([CH3:38])([CH3:37])[CH3:36])=[O:33], predict the reaction product. The product is: [C:35]([O:34][C:32]([N:10]([CH2:9][C@@H:8]([C:5]1[CH:6]=[N:7][C:2]([Cl:1])=[CH:3][CH:4]=1)[OH:31])[CH2:11][CH2:12][CH2:13][C:14]1[CH:15]=[CH:16][C:17]([C:20]2[CH:21]=[CH:22][C:23]([C:26]([OH:28])=[O:27])=[CH:24][CH:25]=2)=[CH:18][CH:19]=1)=[O:33])([CH3:38])([CH3:37])[CH3:36]. (9) Given the reactants COC1C=CC([CH2:7][N:8](C)[C:9]2[CH:18]=[C:17]3[C:12]([CH:13]=[C:14]([C:21]4[CH:26]=[C:25]([NH2:27])[C:24]([F:28])=[CH:23][C:22]=4[CH3:29])[C:15](=[O:20])[N:16]3[CH3:19])=[CH:11][N:10]=2)=CC=1.C(O)(C(F)(F)F)=O.C([O-])([O-])=O.[Na+].[Na+], predict the reaction product. The product is: [NH2:27][C:25]1[C:24]([F:28])=[CH:23][C:22]([CH3:29])=[C:21]([C:14]2[C:15](=[O:20])[N:16]([CH3:19])[C:17]3[C:12]([CH:13]=2)=[CH:11][N:10]=[C:9]([NH:8][CH3:7])[CH:18]=3)[CH:26]=1. (10) Given the reactants Cl.O[CH2:3][C:4]1[N:9]=[CH:8][C:7]([OH:10])=[CH:6][CH:5]=1.CCN(C(C)C)C(C)C.[O:20](C(OC(C)(C)C)=O)[C:21]([O:23][C:24]([CH3:27])([CH3:26])[CH3:25])=O, predict the reaction product. The product is: [C:24]([O:23][C:21]([N:9]1[CH2:8][CH:7]([OH:10])[CH2:6][CH2:5][CH:4]1[CH3:3])=[O:20])([CH3:27])([CH3:26])[CH3:25].